From a dataset of Forward reaction prediction with 1.9M reactions from USPTO patents (1976-2016). Predict the product of the given reaction. Given the reactants [CH3:1][C:2]1[N:7]=[C:6]2[S:8][C:9]3[CH2:13][CH2:12][CH2:11][C:10]=3[C:5]2=[C:4]([C:14]2[CH:19]=[CH:18][C:17]([CH3:20])=[CH:16][CH:15]=2)[C:3]=1[CH2:21][C:22]([O:24][CH3:25])=[O:23].[Li+].C[Si]([N-][Si](C)(C)C)(C)C.C1[CH2:40][O:39][CH2:38]C1.BrCOC, predict the reaction product. The product is: [CH3:1][C:2]1[N:7]=[C:6]2[S:8][C:9]3[CH2:13][CH2:12][CH2:11][C:10]=3[C:5]2=[C:4]([C:14]2[CH:19]=[CH:18][C:17]([CH3:20])=[CH:16][CH:15]=2)[C:3]=1[CH:21]([CH2:38][O:39][CH3:40])[C:22]([O:24][CH3:25])=[O:23].